This data is from Reaction yield outcomes from USPTO patents with 853,638 reactions. The task is: Predict the reaction yield, written as a fraction of the theoretical maximum amount of product (1.0 means a 100% yield; for example, 0.34 means a 34% yield). (1) The reactants are [Br:1][C:2]1[CH:3]=[C:4]([CH:6]=[C:7]([F:9])[CH:8]=1)[NH2:5].Cl[CH2:11][CH2:12][N:13]1[CH2:17][CH2:16][CH2:15][CH2:14]1. The catalyst is CN1C(=O)CCC1.CCOC(C)=O. The product is [Br:1][C:2]1[CH:3]=[C:4]([CH:6]=[C:7]([F:9])[CH:8]=1)[NH:5][CH2:11][CH2:12][N:13]1[CH2:17][CH2:16][CH2:15][CH2:14]1. The yield is 0.500. (2) The reactants are C(OC([N:11]1[CH2:15][C:14](=[O:16])[N:13]=[C:12]1[NH:17][C:18]([C:20]1[S:21][CH:22]=[CH:23][C:24]=1[CH3:25])=[O:19])=O)C1C=CC=CC=1.[N:26]1[C:35]2[C:30](=[N:31][C:32]([CH:36]=O)=[CH:33][CH:34]=2)[CH:29]=[CH:28][CH:27]=1.N1CCCCC1. The catalyst is CC(O)C. The product is [N:31]1[C:30]2[C:35](=[N:26][CH:27]=[CH:28][CH:29]=2)[CH:34]=[CH:33][C:32]=1[CH:36]=[C:15]1[NH:11][C:12]([NH:17][C:18]([C:20]2[S:21][CH:22]=[CH:23][C:24]=2[CH3:25])=[O:19])=[N:13][C:14]1=[O:16]. The yield is 0.305. (3) No catalyst specified. The yield is 0.430. The product is [CH2:1]([N:8]1[CH2:13][CH2:12][C:11]2([C:14]3[C:15](=[N:16][CH:17]=[CH:18][CH:19]=3)[C:52](=[O:53])[O:21]2)[CH2:10][CH2:9]1)[C:2]1[CH:7]=[CH:6][CH:5]=[CH:4][CH:3]=1. The reactants are [CH2:1]([N:8]1[CH2:13][CH2:12][C:11]([OH:21])([C:14]2[C:15](Br)=[N:16][CH:17]=[CH:18][CH:19]=2)[CH2:10][CH2:9]1)[C:2]1[CH:7]=[CH:6][CH:5]=[CH:4][CH:3]=1.C(N(CC)C(C)C)(C)C.C1(P(C2C=CC=CC=2)C2C=CC=CC=2)C=CC=CC=1.CN(C)[CH:52]=[O:53].